Dataset: CYP1A2 inhibition data for predicting drug metabolism from PubChem BioAssay. Task: Regression/Classification. Given a drug SMILES string, predict its absorption, distribution, metabolism, or excretion properties. Task type varies by dataset: regression for continuous measurements (e.g., permeability, clearance, half-life) or binary classification for categorical outcomes (e.g., BBB penetration, CYP inhibition). Dataset: cyp1a2_veith. (1) The drug is CNCC/C=C\c1cccnc1. The result is 0 (non-inhibitor). (2) The result is 0 (non-inhibitor). The drug is Cc1ccc(Oc2nn[nH]n2)cc1. (3) The compound is COc1cccc(Cn2c(=O)c(-c3ccc(F)cc3)nc3cnc(N4CCOCC4)nc32)c1. The result is 0 (non-inhibitor). (4) The result is 1 (inhibitor). The drug is O=c1c2ccccc2nnn1CSc1ccc2c(c1)OCCO2. (5) The drug is CCCCNC(=O)CC(=O)Nc1ccccc1C(=O)O. The result is 0 (non-inhibitor). (6) The molecule is C/C(O)=c1/ccc2cccc3nc(C)nc1c23. The result is 1 (inhibitor). (7) The drug is CC(=O)OC[C@@H]1O[C@H](C/C=N\OC[C@@H](O)COCc2ccco2)C=C[C@@H]1OC(C)=O. The result is 0 (non-inhibitor).